From a dataset of Experimentally validated miRNA-target interactions with 360,000+ pairs, plus equal number of negative samples. Binary Classification. Given a miRNA mature sequence and a target amino acid sequence, predict their likelihood of interaction. (1) The miRNA is hsa-miR-4675 with sequence GGGGCUGUGAUUGACCAGCAGG. The protein sequence of the target gene is MEGSNGFGIDSILSHRAGSPALPKGDPLLGDCRSPLELSPRSESSSDCSSPASPGRDCLETGTPRPGGASGPGLDSHLQPGQLSAPAQSRTVTSSFLIRDILADCKPLAACAPYSSSGQPAAPEPGGRLAAKAAEDFRDKLDKSGSNASSDSEYKVKEEGDREISSSRDSPPVRLKKPRKARTAFTDHQLAQLERSFERQKYLSVQDRMELAASLNLTDTQVKTWYQNRRTKWKRQTAVGLELLAEAGNYSALQRMFPSPYFYPQSLVSNLDPGAALYLYRGPSAPPPALQRPLVPRILI.... Result: 1 (interaction). (2) The miRNA is hsa-miR-4662b with sequence AAAGAUGGACAAUUGGCUAAAU. The protein sequence of the target gene is MSDKDDIETPLLTEAAPILEDGNCEPAKNSESVDQGAKPESKSEPVVSTRKRPETKPSSDLETSKVLPIQDNVSKDVPQTRWGYWGSWGKSILSSASATVATVGQGISNVIEKAETSLGIPGPSEISTEVKYVAGETNAKENENSSPVAGAFGVFSTISTAVQSTGKSVISGGLDALEFIGKKTMDVIAEGDPGFKRTKGLMNRNATLSQVLREAKEKEEIRTSNEVTVETDKKTHYGLLFDEFQGLSHLEALEMLSQESEIKVKSILNSLSGEELETLKVELEQLKETFSLAEFCEEEE.... Result: 0 (no interaction). (3) The miRNA is hsa-miR-7854-3p with sequence UGAGGUGACCGCAGAUGGGAA. The protein sequence of the target gene is MILKGCLLYPLCSPRNKQRCARLWKIAYGGLLKIVTGSLLTFYVVLCLDGGMVLMRKQVPSRFMYPKEWQHLTMFILLTLNGCVDFMSKNVLPQRCVGLEKGTLVLIIYELLLLMVSHVKDSEGVELHVYSLLILVVFLLLLVLTAELWAPNMCHLQLMETFLILMMGSWLMQAGFILYRPVSGYPWQDDDISDIMFVTTFFCWHVMINASFLLGIYGFSSFWYHCFRPSLKLTGPKEAPYYASTPGPLYKLLQEVEQSEKEDQALLLPKSSP. Result: 1 (interaction). (4) The miRNA is hsa-miR-556-3p with sequence AUAUUACCAUUAGCUCAUCUUU. The protein sequence of the target gene is MRSLRKKREKPRPEQWKGLPGPPRAPEPEDVAVPGGVDLLTLPQLCFPGGVCVATEPKEDCVHFLVLTDVCGNRTYGVVAQYYRPLHDEYCFYNGKTHRECPGCFVPFAVCVVSRFPYYNSLKDCLSCLLALLKPCKDFEVDSHIKDFAAKLSLIPSPPPGPLHLVFNMKSLQIVLPARADPESPILDLDLHLPLLCFRPEKVLQILTCILTEQRIVFFSSDWALLTLVTECFMAYLYPLQWQHPFVPILSDQMLDFVMAPTSFLMGCHLDHFEEVSKEADGLVLINIDHGSITYSKSTD.... Result: 0 (no interaction). (5) The miRNA is hsa-miR-5007-3p with sequence AUCAUAUGAACCAAACUCUAAU. The protein sequence of the target gene is MATPQSIFIFAICILMITELILASKSYYDILGVPKSASERQIKKAFHKLAMKYHPDKNKSPDAEAKFREIAEAYETLSDANRRKEYDTLGHSAFTSGKGQRGSGSSFEQSFNFNFDDLFKDFGFFGQNQNTGSKKRFENHFQTRQDGGSSRQRHHFQEFSFGGGLFDDMFEDMEKMFSFSGFDSTNQHTVQTENRFHGSSKHCRTVTQRRGNMVTTYTDCSGQ. Result: 1 (interaction).